This data is from Forward reaction prediction with 1.9M reactions from USPTO patents (1976-2016). The task is: Predict the product of the given reaction. (1) Given the reactants Br[C:2]1[CH:3]=[C:4]([F:21])[C:5]2[N:9]=[C:8]([CH3:10])[N:7]([C:11]3[CH:12]=[CH:13][C:14]([F:19])=[C:15]([CH:18]=3)[C:16]#[N:17])[C:6]=2[CH:20]=1.[F:22][C:23]1[CH:28]=[CH:27][C:26]([C:29]2[O:30][C:31]3[CH:41]=[C:40]([N:42]([CH3:47])[S:43]([CH3:46])(=[O:45])=[O:44])[C:39](B4OC(C)(C)C(C)(C)O4)=[CH:38][C:32]=3[C:33]=2[C:34]([NH:36][CH3:37])=[O:35])=[CH:25][CH:24]=1.C([O-])([O-])=[O:58].[K+].[K+], predict the reaction product. The product is: [C:16]([C:15]1[CH:18]=[C:11]([N:7]2[C:6]3[CH:20]=[C:2]([C:39]4[C:40]([N:42]([CH3:47])[S:43]([CH3:46])(=[O:44])=[O:45])=[CH:41][C:31]5[O:30][C:29]([C:26]6[CH:27]=[CH:28][C:23]([F:22])=[CH:24][CH:25]=6)=[C:33]([C:34]([NH:36][CH3:37])=[O:35])[C:32]=5[CH:38]=4)[CH:3]=[C:4]([F:21])[C:5]=3[N:9]=[C:8]2[CH3:10])[CH:12]=[CH:13][C:14]=1[F:19])(=[O:58])[NH2:17]. (2) Given the reactants [CH3:1][C:2]1([CH3:18])[CH2:6][CH2:5][N:4]([C:7]([O:9][CH2:10][C:11]2[CH:16]=[CH:15][CH:14]=[CH:13][CH:12]=2)=[O:8])[C:3]1=[O:17].[BH4-].[Na+].C(Cl)(Cl)Cl.[NH4+].[Cl-], predict the reaction product. The product is: [OH:17][CH:3]1[C:2]([CH3:18])([CH3:1])[CH2:6][CH2:5][N:4]1[C:7]([O:9][CH2:10][C:11]1[CH:12]=[CH:13][CH:14]=[CH:15][CH:16]=1)=[O:8]. (3) Given the reactants [I:1][C:2]1[CH:3]=[C:4]2[C:9]3=[C:10]([C:12](=[O:18])[C:13]([C:15](O)=[O:16])=[CH:14][N:8]3[N:7]([CH3:19])[CH2:6][CH2:5]2)[CH:11]=1.C(N1C=CN=C1)(N1C=CN=C1)=O.[Cl:32][C:33]1[CH:40]=[CH:39][C:36]([CH2:37][NH2:38])=[CH:35][CH:34]=1, predict the reaction product. The product is: [Cl:32][C:33]1[CH:40]=[CH:39][C:36]([CH2:37][NH:38][C:15]([C:13]2[C:12](=[O:18])[C:10]3[CH:11]=[C:2]([I:1])[CH:3]=[C:4]4[C:9]=3[N:8]([CH:14]=2)[N:7]([CH3:19])[CH2:6][CH2:5]4)=[O:16])=[CH:35][CH:34]=1. (4) Given the reactants Br[C:2]1[CH:7]=[CH:6][CH:5]=[CH:4][CH:3]=1.CO[CH:10]1[C:18]2[C:13](=[C:14]([Mg]Br)[CH:15]=[CH:16][CH:17]=2)[CH2:12][CH2:11]1.O.Cl, predict the reaction product. The product is: [C:2]1([C:17]2[CH:16]=[CH:15][CH:14]=[C:13]3[C:18]=2[CH2:10][CH:11]=[CH:12]3)[CH:7]=[CH:6][CH:5]=[CH:4][CH:3]=1. (5) Given the reactants [Cl:1][C:2]1[C:3]2[N:4]([C:8]([CH:11]3[CH2:14][CH2:13][CH2:12]3)=[N:9][CH:10]=2)[CH:5]=[CH:6][N:7]=1.C1C(=O)N([I:22])C(=O)C1, predict the reaction product. The product is: [Cl:1][C:2]1[C:3]2[N:4]([C:8]([CH:11]3[CH2:14][CH2:13][CH2:12]3)=[N:9][C:10]=2[I:22])[CH:5]=[CH:6][N:7]=1.